Dataset: Reaction yield outcomes from USPTO patents with 853,638 reactions. Task: Predict the reaction yield, written as a fraction of the theoretical maximum amount of product (1.0 means a 100% yield; for example, 0.34 means a 34% yield). (1) The reactants are [F:1][CH:2]([F:35])[CH2:3][NH:4][C:5]([N:7]1[CH2:11][C@H:10]([C:12]2[N:16]3[C:17]4[CH:23]=[CH:22][N:21](S(C5C=CC(C)=CC=5)(=O)=O)[C:18]=4[N:19]=[CH:20][C:15]3=[N:14][CH:13]=2)[C@H:9]([CH3:34])[CH2:8]1)=[O:6].[OH-].[Na+]. The catalyst is O1CCOCC1. The product is [F:35][CH:2]([F:1])[CH2:3][NH:4][C:5]([N:7]1[CH2:8][C@@H:9]([CH3:34])[C@@H:10]([C:12]2[N:16]3[C:17]4[CH:23]=[CH:22][NH:21][C:18]=4[N:19]=[CH:20][C:15]3=[N:14][CH:13]=2)[CH2:11]1)=[O:6]. The yield is 0.540. (2) The reactants are [H-].[Na+].[CH2:3]([O:5][C:6]1[CH:7]=[C:8]([C:12]([OH:15])([CH3:14])[CH3:13])[CH:9]=[CH:10][CH:11]=1)[CH3:4].I[CH3:17]. The catalyst is CCCCCC.O1CCCC1. The product is [CH2:3]([O:5][C:6]1[CH:11]=[CH:10][CH:9]=[C:8]([C:12]([O:15][CH3:17])([CH3:14])[CH3:13])[CH:7]=1)[CH3:4]. The yield is 0.970. (3) The reactants are [CH3:1][C:2]1[NH:3][C:4]2[C:9]([C:10]=1[C:11]([O:13][C:14]([CH3:17])([CH3:16])[CH3:15])=[O:12])=[CH:8][CH:7]=[CH:6][CH:5]=2.Cl[CH:19]([CH3:23])[C:20](=[O:22])[CH3:21].C(=O)([O-])[O-].[K+].[K+].[I-].[K+]. The catalyst is C(#N)C.O. The product is [CH3:1][C:2]1[N:3]([CH:19]([C:20](=[O:22])[CH3:21])[CH3:23])[C:4]2[C:9]([C:10]=1[C:11]([O:13][C:14]([CH3:17])([CH3:16])[CH3:15])=[O:12])=[CH:8][CH:7]=[CH:6][CH:5]=2. The yield is 0.230. (4) The reactants are CN(C)[C:3](Cl)=[O:4].[N+:7]([C:10]1[CH:15]=[CH:14][C:13]([N:16]2[CH2:21][CH2:20][CH:19]([C:22]([NH:24][NH2:25])=[O:23])[CH2:18][CH2:17]2)=[CH:12][CH:11]=1)([O-:9])=[O:8]. The catalyst is N1C=CC=CC=1. The product is [N+:7]([C:10]1[CH:11]=[CH:12][C:13]([N:16]2[CH2:17][CH2:18][CH:19]([C:22]3[O:23][C:3](=[O:4])[NH:25][N:24]=3)[CH2:20][CH2:21]2)=[CH:14][CH:15]=1)([O-:9])=[O:8]. The yield is 0.400. (5) The reactants are C([O:3][C:4]([CH:6]1[C:12]2[NH:13][C:14]3[CH:15]=[CH:16][CH:17]=[CH:18][C:19]=3[C:11]=2[CH2:10][CH2:9][N:8]([C:20](=[O:28])[C:21]2[CH:26]=[CH:25][C:24]([F:27])=[CH:23][CH:22]=2)[CH2:7]1)=[O:5])C.[OH-].[Na+].CC(O)=O. The catalyst is O1CCOCC1.O. The product is [F:27][C:24]1[CH:23]=[CH:22][C:21]([C:20]([N:8]2[CH2:9][CH2:10][C:11]3[C:19]4[CH:18]=[CH:17][CH:16]=[CH:15][C:14]=4[NH:13][C:12]=3[CH:6]([C:4]([OH:5])=[O:3])[CH2:7]2)=[O:28])=[CH:26][CH:25]=1. The yield is 0.840. (6) The reactants are [CH3:1][O:2][C:3]1[NH:4][C:5](=[O:27])[C:6]([CH2:12][C:13]2[CH:18]=[CH:17][C:16]([C:19]3[C:20]([C:25]#[N:26])=[CH:21][CH:22]=[CH:23][CH:24]=3)=[CH:15][CH:14]=2)=[C:7]([CH2:9][CH2:10][CH3:11])[N:8]=1.[C:28]([O:32][C:33]1[CH:38]=[CH:37][C:36](B(O)O)=[CH:35][CH:34]=1)([CH3:31])([CH3:30])[CH3:29].C(N(CC)CC)C.N1C=CC=CC=1. The catalyst is ClCCl.C(OCC)(=O)C.C([O-])(=O)C.[Cu+2].C([O-])(=O)C. The product is [C:28]([O:32][C:33]1[CH:38]=[CH:37][C:36]([N:4]2[C:5](=[O:27])[C:6]([CH2:12][C:13]3[CH:18]=[CH:17][C:16]([C:19]4[C:20]([C:25]#[N:26])=[CH:21][CH:22]=[CH:23][CH:24]=4)=[CH:15][CH:14]=3)=[C:7]([CH2:9][CH2:10][CH3:11])[N:8]=[C:3]2[O:2][CH3:1])=[CH:35][CH:34]=1)([CH3:31])([CH3:29])[CH3:30]. The yield is 0.750. (7) The reactants are [CH:1]1([C:6]2[C:10]([C:11](OCC)=[O:12])=[C:9]([CH:16]3[CH2:20][CH2:19][CH2:18][CH2:17]3)[O:8][N:7]=2)[CH2:5][CH2:4][CH2:3][CH2:2]1.[H-].C([Al+]CC(C)C)C(C)C.C1(C)C=CC=CC=1.[C@H](O)(C([O-])=O)[C@@H](O)C([O-])=O.[Na+].[K+]. The catalyst is C1COCC1. The product is [CH:1]1([C:6]2[C:10]([CH2:11][OH:12])=[C:9]([CH:16]3[CH2:17][CH2:18][CH2:19][CH2:20]3)[O:8][N:7]=2)[CH2:5][CH2:4][CH2:3][CH2:2]1. The yield is 0.570. (8) The reactants are [CH3:1][O:2][C:3]1[CH:19]=[CH:18][C:6]([CH2:7][N:8]2[C:12]([NH:13][N:14]=[C:15]([CH3:17])[CH3:16])=[N:11][N:10]=[N:9]2)=[CH:5][CH:4]=1.[H-].[Na+].Br[CH2:23][CH2:24][CH2:25][C:26]#[N:27]. The catalyst is O1CCCC1. The product is [CH3:1][O:2][C:3]1[CH:4]=[CH:5][C:6]([CH2:7][N:8]2[C:12]([N:13]([CH2:23][CH2:24][CH2:25][C:26]#[N:27])[N:14]=[C:15]([CH3:17])[CH3:16])=[N:11][N:10]=[N:9]2)=[CH:18][CH:19]=1. The yield is 0.780.